From a dataset of Peptide-MHC class I binding affinity with 185,985 pairs from IEDB/IMGT. Regression. Given a peptide amino acid sequence and an MHC pseudo amino acid sequence, predict their binding affinity value. This is MHC class I binding data. (1) The peptide sequence is PTTMNYPL. The binding affinity (normalized) is 0.149. The MHC is Mamu-A01 with pseudo-sequence Mamu-A01. (2) The peptide sequence is YVFPVIFSK. The MHC is HLA-A02:06 with pseudo-sequence HLA-A02:06. The binding affinity (normalized) is 0.